Dataset: Forward reaction prediction with 1.9M reactions from USPTO patents (1976-2016). Task: Predict the product of the given reaction. Given the reactants [NH2:1][C:2]1[CH:10]=[C:9]([Cl:11])[CH:8]=[CH:7][C:3]=1[C:4](O)=[O:5].[N:12]([O-])=O.[Na+].[O-]S([O-])=O.[Na+].[Na+].[OH-].[Na+], predict the reaction product. The product is: [Cl:11][C:9]1[CH:10]=[C:2]2[C:3]([C:4]([OH:5])=[N:12][NH:1]2)=[CH:7][CH:8]=1.